Task: Predict which catalyst facilitates the given reaction.. Dataset: Catalyst prediction with 721,799 reactions and 888 catalyst types from USPTO Reactant: Cl[C:2]1[N:7]=[C:6](Cl)[CH:5]=[CH:4][N:3]=1.[CH3:9][C:10]1[CH:11]=[C:12](B(O)O)[CH:13]=[CH:14][CH:15]=1.[C:19]([O-:22])([O-])=[O:20].[Na+].[Na+]. Product: [C:10]1([CH3:9])[CH:11]=[CH:12][CH:13]=[C:14]([C:6]2[N:7]=[CH:2][N:3]=[C:4]([C:10]3[CH:11]=[CH:12][C:13]([C:19]([OH:22])=[O:20])=[CH:14][CH:15]=3)[CH:5]=2)[CH:15]=1. The catalyst class is: 492.